From a dataset of Catalyst prediction with 721,799 reactions and 888 catalyst types from USPTO. Predict which catalyst facilitates the given reaction. (1) Reactant: [CH2:1]([O:8][C:9]([NH:11][C@@H:12]([CH2:16][S:17][CH2:18][C@H:19]([O:35][C:36](=[O:48])[NH:37][CH2:38][CH2:39][CH2:40][CH2:41][CH2:42][CH2:43][CH2:44][CH2:45]CC)[CH2:20][O:21][C:22](=[O:34])[NH:23][CH2:24][CH2:25][CH2:26][CH2:27][CH2:28][CH2:29][CH2:30][CH2:31]CC)[C:13](O)=[O:14])=[O:10])[C:2]1[CH:7]=[CH:6][CH:5]=[CH:4][CH:3]=1.CN(C(ON1N=NC2C=CC=CC1=2)=[N+](C)C)C.F[P-](F)(F)(F)(F)F.CCN(C(C)C)C(C)C.[NH2:82][CH2:83][CH2:84][O:85][CH2:86][CH2:87][O:88][CH2:89][CH2:90][O:91][CH2:92][CH2:93][P:94](=[O:101])([O:98][CH2:99][CH3:100])[O:95][CH2:96][CH3:97]. Product: [CH2:99]([O:98][P:94]([CH2:93][CH2:92][O:91][CH2:90][CH2:89][O:88][CH2:87][CH2:86][O:85][CH2:84][CH2:83][NH:82][C:13](=[O:14])[C@@H:12]([NH:11][C:9]([O:8][CH2:1][C:2]1[CH:7]=[CH:6][CH:5]=[CH:4][CH:3]=1)=[O:10])[CH2:16][S:17][CH2:18][C@H:19]([O:35][C:36](=[O:48])[NH:37][CH2:38][CH2:39][CH2:40][CH2:41][CH2:42][CH2:43][CH2:44][CH3:45])[CH2:20][O:21][C:22](=[O:34])[NH:23][CH2:24][CH2:25][CH2:26][CH2:27][CH2:28][CH2:29][CH2:30][CH3:31])(=[O:101])[O:95][CH2:96][CH3:97])[CH3:100]. The catalyst class is: 2. (2) Reactant: C(=O)([O-])[O-:2].[Na+].[Na+].C([O:9][C:10](=[O:20])[CH2:11][C:12]1[CH:17]=[C:16](Cl)[N:15]=[N:14][C:13]=1Cl)C.[OH2:21]. Product: [OH:21][C:16]1[CH:17]=[C:12]([CH2:11][C:10]([OH:9])=[O:20])[C:13](=[O:2])[NH:14][N:15]=1. The catalyst class is: 73. (3) Reactant: [N:1]1[CH:6]=[CH:5][CH:4]=[C:3]([NH2:7])[CH:2]=1.[Br:8][C:9]1[CH:10]=[CH:11][C:12]([O:18][CH2:19][C:20]2[CH:25]=[CH:24][CH:23]=[CH:22][C:21]=2[O:26][CH3:27])=[C:13]([CH:17]=1)[C:14](O)=[O:15].Cl.CN(C)CCCN=C=NCC.ON1C2C=CC=CC=2N=N1. Product: [Br:8][C:9]1[CH:10]=[CH:11][C:12]([O:18][CH2:19][C:20]2[CH:25]=[CH:24][CH:23]=[CH:22][C:21]=2[O:26][CH3:27])=[C:13]([CH:17]=1)[C:14]([NH:7][C:3]1[CH:2]=[N:1][CH:6]=[CH:5][CH:4]=1)=[O:15]. The catalyst class is: 3. (4) Reactant: [N:1]([CH2:4][C:5]1[N:6]=[C:7]([C:10]2[CH:15]=[CH:14][C:13]([F:16])=[CH:12][CH:11]=2)[O:8][CH:9]=1)=[N+]=[N-].C1(P(C2C=CC=CC=2)C2C=CC=CC=2)C=CC=CC=1. Product: [F:16][C:13]1[CH:12]=[CH:11][C:10]([C:7]2[O:8][CH:9]=[C:5]([CH2:4][NH2:1])[N:6]=2)=[CH:15][CH:14]=1. The catalyst class is: 20. (5) Reactant: [Cl:1][C:2]1[CH:3]=[C:4]([S:8]([NH:11][C:12]2[CH:20]=[CH:19][C:15]([C:16]([OH:18])=[O:17])=[C:14]([OH:21])[CH:13]=2)(=[O:10])=[O:9])[S:5][C:6]=1[Cl:7].Cl[CH2:23][C:24]([NH2:26])=[O:25].C([O-])(O)=O.[Na+].[Na+].[I-]. Product: [Cl:1][C:2]1[CH:3]=[C:4]([S:8]([NH:11][C:12]2[CH:20]=[CH:19][C:15]([C:16]([O:18][CH2:23][C:24]([NH2:26])=[O:25])=[O:17])=[C:14]([OH:21])[CH:13]=2)(=[O:9])=[O:10])[S:5][C:6]=1[Cl:7]. The catalyst class is: 3. (6) Reactant: [NH2:1][CH2:2][CH2:3][N:4]1[CH2:8][CH2:7][CH2:6][CH2:5]1.[CH:9]1([NH:12][C:13]([C:15]2[CH:16]=[C:17]([F:39])[C:18]([CH3:38])=[C:19]([C:21]3[CH:26]=[CH:25][C:24]([C:27](O)=[O:28])=[CH:23][C:22]=3[C:30]([NH:32][C:33]3[S:34][CH:35]=[CH:36][N:37]=3)=[O:31])[CH:20]=2)=[O:14])[CH2:11][CH2:10]1.Cl.CN(C)CCCN=C=NCC.CCOC(C)=O. Product: [CH:9]1([NH:12][C:13]([C:15]2[CH:20]=[C:19]([C:21]3[C:22]([C:30]([NH:32][C:33]4[S:34][CH:35]=[CH:36][N:37]=4)=[O:31])=[CH:23][C:24]([C:27]([NH:1][CH2:2][CH2:3][N:4]4[CH2:8][CH2:7][CH2:6][CH2:5]4)=[O:28])=[CH:25][CH:26]=3)[C:18]([CH3:38])=[C:17]([F:39])[CH:16]=2)=[O:14])[CH2:11][CH2:10]1. The catalyst class is: 119. (7) Reactant: [Cl:1][C:2]1[CH:3]=[CH:4][C:5]2[N:11]([CH2:12][C:13]3[CH:18]=[CH:17][C:16]([O:19][CH3:20])=[CH:15][C:14]=3[O:21][CH3:22])[C:10](=[O:23])[CH:9]([CH2:24][C:25]([O:27]C)=[O:26])[CH2:8][CH:7]([C:29]3[CH:34]=[CH:33][CH:32]=[C:31]([O:35][CH3:36])[C:30]=3[O:37][CH3:38])[C:6]=2[CH:39]=1.[OH-].[Li+].Cl. Product: [Cl:1][C:2]1[CH:3]=[CH:4][C:5]2[N:11]([CH2:12][C:13]3[CH:18]=[CH:17][C:16]([O:19][CH3:20])=[CH:15][C:14]=3[O:21][CH3:22])[C:10](=[O:23])[CH:9]([CH2:24][C:25]([OH:27])=[O:26])[CH2:8][CH:7]([C:29]3[CH:34]=[CH:33][CH:32]=[C:31]([O:35][CH3:36])[C:30]=3[O:37][CH3:38])[C:6]=2[CH:39]=1. The catalyst class is: 193. (8) Reactant: C(O[C:6](=[O:28])[NH:7][C@@H:8]([CH2:21][C:22]1[CH:27]=[CH:26][CH:25]=[CH:24][CH:23]=1)[CH:9]([C:11](=[O:20])[NH:12][CH2:13][C:14]1[CH:19]=[CH:18][CH:17]=[CH:16][CH:15]=1)[OH:10])(C)(C)C.FC(F)(F)C(O)=O.C(N(CC)C(C)C)(C)C.[CH2:45]([O:52][C:53]([NH:55][C@@H:56]([CH3:74])[C:57]([NH:59][C@@H:60]([CH2:64][C:65]1[C:73]2[C:68](=[CH:69][CH:70]=[CH:71][CH:72]=2)[NH:67][CH:66]=1)C(O)=O)=[O:58])=[O:54])[C:46]1[CH:51]=[CH:50][CH:49]=[CH:48][CH:47]=1.CN(C(ON1N=NC2C=CC=NC1=2)=[N+](C)C)C.F[P-](F)(F)(F)(F)F. Product: [CH2:45]([O:52][C:53](=[O:54])[NH:55][C@H:56]([C:57](=[O:58])[NH:59][C@H:60]([C:6](=[O:28])[NH:7][C@@H:8]([CH2:21][C:22]1[CH:23]=[CH:24][CH:25]=[CH:26][CH:27]=1)[CH:9]([C:11](=[O:20])[NH:12][CH2:13][C:14]1[CH:15]=[CH:16][CH:17]=[CH:18][CH:19]=1)[OH:10])[CH2:64][C:65]1[C:73]2[C:68](=[CH:69][CH:70]=[CH:71][CH:72]=2)[NH:67][CH:66]=1)[CH3:74])[C:46]1[CH:47]=[CH:48][CH:49]=[CH:50][CH:51]=1. The catalyst class is: 139.